From a dataset of Forward reaction prediction with 1.9M reactions from USPTO patents (1976-2016). Predict the product of the given reaction. Given the reactants [Br:1][C:2]1[CH:9]=[CH:8][CH:7]=[C:6]([N:10]2[N:19]=[CH:18][C:17]3[C:12](=[C:13]([F:24])[CH:14]=[C:15]([C:20]([CH3:23])([CH3:22])[CH3:21])[CH:16]=3)[C:11]2=[O:25])[C:3]=1[CH:4]=[O:5].[BH4-].[Na+].O, predict the reaction product. The product is: [Br:1][C:2]1[C:3]([CH2:4][OH:5])=[C:6]([N:10]2[N:19]=[CH:18][C:17]3[C:12](=[C:13]([F:24])[CH:14]=[C:15]([C:20]([CH3:23])([CH3:21])[CH3:22])[CH:16]=3)[C:11]2=[O:25])[CH:7]=[CH:8][CH:9]=1.